Dataset: Reaction yield outcomes from USPTO patents with 853,638 reactions. Task: Predict the reaction yield, written as a fraction of the theoretical maximum amount of product (1.0 means a 100% yield; for example, 0.34 means a 34% yield). The reactants are [Cl:1][C:2]1[CH:3]=[C:4]([NH:9][C:10]2[C:19]3[C:14](=[CH:15][C:16](F)=[C:17]([N+:20]([O-:22])=[O:21])[CH:18]=3)[N:13]=[CH:12][N:11]=2)[CH:5]=[CH:6][C:7]=1[F:8].[OH-:24].[Na+].[CH3:26]O. No catalyst specified. The product is [Cl:1][C:2]1[CH:3]=[C:4]([NH:9][C:10]2[C:19]3[C:14](=[CH:15][C:16]([O:24][CH3:26])=[C:17]([N+:20]([O-:22])=[O:21])[CH:18]=3)[N:13]=[CH:12][N:11]=2)[CH:5]=[CH:6][C:7]=1[F:8]. The yield is 0.964.